From a dataset of Reaction yield outcomes from USPTO patents with 853,638 reactions. Predict the reaction yield, written as a fraction of the theoretical maximum amount of product (1.0 means a 100% yield; for example, 0.34 means a 34% yield). (1) The reactants are [Br:1][C:2]1[CH:7]=[CH:6][C:5]([OH:8])=[C:4]([F:9])[CH:3]=1.Cl[C:11]([F:16])([F:15])C([O-])=O.[Na+].C(=O)([O-])[O-].[K+].[K+]. The catalyst is CN(C=O)C.O. The product is [Br:1][C:2]1[CH:7]=[CH:6][C:5]([O:8][CH:11]([F:16])[F:15])=[C:4]([F:9])[CH:3]=1. The yield is 0.430. (2) The reactants are [C:1]([C:4]1[CH:5]=[C:6]([NH:10][C:11]([NH:13][C:14]2[CH:19]=[CH:18][C:17]([O:20][CH3:21])=[C:16]([C:22]3[N:23]([CH3:28])[N:24]=[CH:25][C:26]=3[Br:27])[CH:15]=2)=[O:12])[CH:7]=[CH:8][CH:9]=1)(=[O:3])[CH3:2].[BH4-].[Na+].Cl.CCOC(C)=O. The catalyst is C(O)C. The yield is 0.630. The product is [Br:27][C:26]1[CH:25]=[N:24][N:23]([CH3:28])[C:22]=1[C:16]1[CH:15]=[C:14]([NH:13][C:11]([NH:10][C:6]2[CH:7]=[CH:8][CH:9]=[C:4]([CH:1]([OH:3])[CH3:2])[CH:5]=2)=[O:12])[CH:19]=[CH:18][C:17]=1[O:20][CH3:21]. (3) The reactants are [C:1]([C:3]1[CH:8]=[CH:7][C:6]([C@@H:9]2[C:14]([C:15]#[N:16])=[C:13]([CH3:17])[N:12]([C:18]3[CH:23]=[CH:22][CH:21]=[C:20]([C:24]([F:27])([F:26])[F:25])[CH:19]=3)[C:11](=[O:28])[NH:10]2)=[C:5]([S:29]([CH3:32])(=[O:31])=[O:30])[CH:4]=1)#[N:2].[H-].[Na+].[CH3:35][CH:36]([S:38](Cl)(=[O:40])=[O:39])[CH3:37]. No catalyst specified. The product is [C:1]([C:3]1[CH:8]=[CH:7][C:6]([C@@H:9]2[C:14]([C:15]#[N:16])=[C:13]([CH3:17])[N:12]([C:18]3[CH:23]=[CH:22][CH:21]=[C:20]([C:24]([F:27])([F:26])[F:25])[CH:19]=3)[C:11](=[O:28])[N:10]2[S:38]([CH:36]([CH3:37])[CH3:35])(=[O:40])=[O:39])=[C:5]([S:29]([CH3:32])(=[O:31])=[O:30])[CH:4]=1)#[N:2]. The yield is 0.720. (4) The reactants are [Cl:1][C:2]1[CH:3]=[N:4][N:5]([CH3:17])[C:6]=1[C:7]1[CH:8]=[C:9]([C:14]([OH:16])=O)[S:10][C:11]=1[O:12][CH3:13].[NH2:18][C@@H:19]([CH2:32][C:33]1[CH:38]=[CH:37][C:36]([F:39])=[CH:35][CH:34]=1)[CH2:20][N:21]1[C:29](=[O:30])[C:28]2[C:23](=[CH:24][CH:25]=[CH:26][CH:27]=2)[C:22]1=[O:31].CC(OC(N[C@H](C(O)=O)CC1C=CC=CC=1C(F)(F)F)=O)(C)C.C1CN([P+](Br)(N2CCCC2)N2CCCC2)CC1.F[P-](F)(F)(F)(F)F.CCN(C(C)C)C(C)C. The catalyst is C(Cl)(Cl)Cl. The product is [Cl:1][C:2]1[CH:3]=[N:4][N:5]([CH3:17])[C:6]=1[C:7]1[CH:8]=[C:9]([C:14]([NH:18][C@@H:19]([CH2:32][C:33]2[CH:34]=[CH:35][C:36]([F:39])=[CH:37][CH:38]=2)[CH2:20][N:21]2[C:29](=[O:30])[C:28]3[C:23](=[CH:24][CH:25]=[CH:26][CH:27]=3)[C:22]2=[O:31])=[O:16])[S:10][C:11]=1[O:12][CH3:13]. The yield is 0.560. (5) The reactants are [CH3:1][O:2][C:3]1[CH:8]=[CH:7][C:6]([C@@H:9]([NH2:11])[CH3:10])=[CH:5][CH:4]=1.[N:12]1[C:21]2[C:20](=O)[CH2:19][CH2:18][CH2:17][C:16]=2[CH:15]=[CH:14][CH:13]=1.C(O)(=O)C.C(O[BH-](OC(=O)C)OC(=O)C)(=O)C.[Na+].C(=O)([O-])[O-].[Na+].[Na+]. The catalyst is ClCCl.O. The product is [CH3:1][O:2][C:3]1[CH:8]=[CH:7][C:6]([C@@H:9]([NH:11][C@@H:20]2[C:21]3[N:12]=[CH:13][CH:14]=[CH:15][C:16]=3[CH2:17][CH2:18][CH2:19]2)[CH3:10])=[CH:5][CH:4]=1. The yield is 0.700. (6) The reactants are [CH3:1][C:2]1[C:10]2[N:9]=[C:8]([CH2:11][CH2:12][CH3:13])[N:7]([CH2:14][C:15]3[CH:34]=[CH:33][C:18]4/[C:19](=[CH:28]\[C:29]([NH:31][NH2:32])=[O:30])/[C:20]5[CH:27]=[CH:26][CH:25]=[CH:24][C:21]=5[O:22][CH2:23][C:17]=4[CH:16]=3)[C:6]=2[CH:5]=[CH:4][CH:3]=1.[CH2:35](OC(OCC)OCC)C. No catalyst specified. The product is [CH3:1][C:2]1[C:10]2[N:9]=[C:8]([CH2:11][CH2:12][CH3:13])[N:7]([CH2:14][C:15]3[CH:34]=[CH:33][C:18]4/[C:19](=[CH:28]\[C:29]5[O:30][CH:35]=[N:32][N:31]=5)/[C:20]5[CH:27]=[CH:26][CH:25]=[CH:24][C:21]=5[O:22][CH2:23][C:17]=4[CH:16]=3)[C:6]=2[CH:5]=[CH:4][CH:3]=1. The yield is 0.160.